From a dataset of Forward reaction prediction with 1.9M reactions from USPTO patents (1976-2016). Predict the product of the given reaction. (1) Given the reactants [C:1]([O:5][C:6]([NH:8][C@@H:9]([C:13]([CH3:16])([CH3:15])[CH3:14])[C:10]([OH:12])=O)=[O:7])([CH3:4])([CH3:3])[CH3:2].[F:17][C:18]1[C:23]([F:24])=[CH:22][CH:21]=[CH:20][C:19]=1[C@H:25]([N:27]([CH2:40][C:41]1[CH:50]=[CH:49][C:44]([C:45]([O:47][CH3:48])=[O:46])=[CH:43][CH:42]=1)[C:28]([C@@H:30]1[CH2:39][C:38]2[C:33](=[CH:34][CH:35]=[CH:36][CH:37]=2)[CH2:32][NH:31]1)=[O:29])[CH3:26].C(Cl)CCl.N1C2C(=NC=CC=2)N(O)N=1.CN1CCOCC1, predict the reaction product. The product is: [C:1]([O:5][C:6]([NH:8][C@@H:9]([C:13]([CH3:16])([CH3:15])[CH3:14])[C:10]([N:31]1[C@H:30]([C:28]([N:27]([CH2:40][C:41]2[CH:42]=[CH:43][C:44]([C:45]([O:47][CH3:48])=[O:46])=[CH:49][CH:50]=2)[C@@H:25]([C:19]2[CH:20]=[CH:21][CH:22]=[C:23]([F:24])[C:18]=2[F:17])[CH3:26])=[O:29])[CH2:39][C:38]2[C:33](=[CH:34][CH:35]=[CH:36][CH:37]=2)[CH2:32]1)=[O:12])=[O:7])([CH3:2])([CH3:3])[CH3:4]. (2) Given the reactants [F:1][C:2]([F:21])([F:20])[C:3]([N:5]1[CH2:10][CH2:9][N:8]([C:11]2[CH:12]=[CH:13][CH:14]=[C:15]3[C:19]=2[NH:18][CH:17]=[CH:16]3)[CH2:7][CH2:6]1)=[O:4].[C:22](O[C:22](=[O:29])[C:23]1[CH:28]=[CH:27][CH:26]=[CH:25][CH:24]=1)(=[O:29])[C:23]1[CH:28]=[CH:27][CH:26]=[CH:25][CH:24]=1.[Al+3].[Cl-].[Cl-].[Cl-], predict the reaction product. The product is: [C:22]([C:16]1[C:15]2[C:19](=[C:11]([N:8]3[CH2:9][CH2:10][N:5]([C:3](=[O:4])[C:2]([F:1])([F:20])[F:21])[CH2:6][CH2:7]3)[CH:12]=[CH:13][CH:14]=2)[NH:18][CH:17]=1)(=[O:29])[C:23]1[CH:28]=[CH:27][CH:26]=[CH:25][CH:24]=1. (3) Given the reactants Cl[CH2:2][C:3]1[CH:4]=[C:5]2[C:9](=[C:10]([N+:12]([O-:14])=[O:13])[CH:11]=1)[NH:8][C:7]([C:15]1[S:16][CH2:17][C@@H:18]([CH2:20][O:21][C:22](=[O:27])[C:23]([CH3:26])([CH3:25])[CH3:24])[N:19]=1)=[CH:6]2.[NH:28]1[CH:32]=[CH:31][CH:30]=[N:29]1.CN(C=O)C, predict the reaction product. The product is: [N:28]1([CH2:2][C:3]2[CH:4]=[C:5]3[C:9](=[C:10]([N+:12]([O-:14])=[O:13])[CH:11]=2)[NH:8][C:7]([C:15]2[S:16][CH2:17][C@@H:18]([CH2:20][O:21][C:22](=[O:27])[C:23]([CH3:26])([CH3:25])[CH3:24])[N:19]=2)=[CH:6]3)[CH:32]=[CH:31][CH:30]=[N:29]1.